This data is from TCR-epitope binding with 47,182 pairs between 192 epitopes and 23,139 TCRs. The task is: Binary Classification. Given a T-cell receptor sequence (or CDR3 region) and an epitope sequence, predict whether binding occurs between them. The epitope is RPRGEVRFL. The TCR CDR3 sequence is CASSVGGVVYNEQFF. Result: 0 (the TCR does not bind to the epitope).